Dataset: Forward reaction prediction with 1.9M reactions from USPTO patents (1976-2016). Task: Predict the product of the given reaction. Given the reactants [CH2:1]([N:8]([CH2:19][C:20]1[CH:25]=[CH:24][C:23]([N+:26]([O-:28])=[O:27])=[CH:22][CH:21]=1)[CH2:9][C:10]1[CH:15]=[CH:14][C:13]([N+:16]([O-:18])=[O:17])=[CH:12][CH:11]=1)[C:2]1[CH:7]=[CH:6][CH:5]=[CH:4][CH:3]=1.[ClH:29], predict the reaction product. The product is: [Cl-:29].[CH2:1]([NH+:8]([CH2:9][C:10]1[CH:11]=[CH:12][C:13]([N+:16]([O-:18])=[O:17])=[CH:14][CH:15]=1)[CH2:19][C:20]1[CH:21]=[CH:22][C:23]([N+:26]([O-:28])=[O:27])=[CH:24][CH:25]=1)[C:2]1[CH:7]=[CH:6][CH:5]=[CH:4][CH:3]=1.